This data is from Catalyst prediction with 721,799 reactions and 888 catalyst types from USPTO. The task is: Predict which catalyst facilitates the given reaction. (1) Reactant: [Cl:1][C:2]1[CH:10]=[C:9]2[C:5]([CH:6]=[CH:7][NH:8]2)=[CH:4][CH:3]=1.[Al](Cl)(CC)CC.[Cl:17][C:18]1[C:19]([C:24](Cl)=[O:25])=[N:20][CH:21]=[CH:22][N:23]=1. Product: [Cl:1][C:2]1[CH:10]=[C:9]2[C:5]([C:6]([C:24]([C:19]3[C:18]([Cl:17])=[N:23][CH:22]=[CH:21][N:20]=3)=[O:25])=[CH:7][NH:8]2)=[CH:4][CH:3]=1. The catalyst class is: 2. (2) Reactant: Br[C:2]1[C:14](=[O:15])[NH:13][C:5]2[N:6]=[C:7]([S:11][CH3:12])[N:8]=[C:9]([CH3:10])[C:4]=2[CH:3]=1.[CH3:16][O:17][C:18]1[N:23]=[CH:22][C:21](B(O)O)=[CH:20][CH:19]=1.C(=O)([O-])[O-].[K+].[K+]. Product: [CH3:16][O:17][C:18]1[N:23]=[CH:22][C:21]([C:2]2[C:14](=[O:15])[NH:13][C:5]3[N:6]=[C:7]([S:11][CH3:12])[N:8]=[C:9]([CH3:10])[C:4]=3[CH:3]=2)=[CH:20][CH:19]=1. The catalyst class is: 3. (3) Reactant: [Br:1][C:2]1[C:3]([CH3:14])=[C:4]([Cl:13])[CH:5]=[C:6]([CH:10](Cl)[CH3:11])[C:7]=1[O:8][CH3:9].[CH3:15][C:16]1[C:24]2[C:19](=[N:20][CH:21]=[N:22][C:23]=2[NH2:25])[NH:18][N:17]=1.[I-].[K+].C(=O)([O-])[O-].[Cs+].[Cs+]. Product: [Br:1][C:2]1[C:7]([O:8][CH3:9])=[C:6]([CH:10]([N:18]2[C:19]3=[N:20][CH:21]=[N:22][C:23]([NH2:25])=[C:24]3[C:16]([CH3:15])=[N:17]2)[CH3:11])[CH:5]=[C:4]([Cl:13])[C:3]=1[CH3:14]. The catalyst class is: 454. (4) Reactant: FC(F)(F)C(O)=O.[CH:8]1([O:13][C:14]2[CH:15]=[C:16]([C@H:22]3[CH2:27][N:26](C(OC(C)(C)C)=O)[C:25](=[O:35])[CH:24]([CH2:36][C:37]4[CH:38]=[N:39][CH:40]=[CH:41][CH:42]=4)[CH2:23]3)[CH:17]=[CH:18][C:19]=2[O:20][CH3:21])[CH2:12][CH2:11][CH2:10][CH2:9]1. Product: [CH:8]1([O:13][C:14]2[CH:15]=[C:16]([C@H:22]3[CH2:27][NH:26][C:25](=[O:35])[C@@H:24]([CH2:36][C:37]4[CH:38]=[N:39][CH:40]=[CH:41][CH:42]=4)[CH2:23]3)[CH:17]=[CH:18][C:19]=2[O:20][CH3:21])[CH2:9][CH2:10][CH2:11][CH2:12]1.[CH:8]1([O:13][C:14]2[CH:15]=[C:16]([C@H:22]3[CH2:27][NH:26][C:25](=[O:35])[C@H:24]([CH2:36][C:37]4[CH:38]=[N:39][CH:40]=[CH:41][CH:42]=4)[CH2:23]3)[CH:17]=[CH:18][C:19]=2[O:20][CH3:21])[CH2:9][CH2:10][CH2:11][CH2:12]1. The catalyst class is: 2. (5) Reactant: [C:1]([O:4][C@H:5]([CH3:38])[C@H:6]([NH:14][C:15]([C:17]1([CH2:29][O:30]CC2C=CC=CC=2)[CH2:21][CH2:20][CH2:19][N:18]1[C:22]([O:24][C:25]([CH3:28])([CH3:27])[CH3:26])=[O:23])=[O:16])[C:7](=[O:13])[N:8]1[CH2:12][CH2:11][CH2:10][CH2:9]1)(=[O:3])[CH3:2]. Product: [C:1]([O:4][C@H:5]([CH3:38])[C@H:6]([NH:14][C:15]([C:17]1([CH2:29][OH:30])[CH2:21][CH2:20][CH2:19][N:18]1[C:22]([O:24][C:25]([CH3:27])([CH3:26])[CH3:28])=[O:23])=[O:16])[C:7](=[O:13])[N:8]1[CH2:9][CH2:10][CH2:11][CH2:12]1)(=[O:3])[CH3:2]. The catalyst class is: 19. (6) Reactant: [Cl:1][C:2]1[C:27]([C:28]([F:31])([F:30])[F:29])=[CH:26][CH:25]=[CH:24][C:3]=1[CH2:4][N:5]([CH2:10][CH:11]([C:18]1[CH:23]=[CH:22][CH:21]=[CH:20][CH:19]=1)[C:12]1[CH:17]=[CH:16][CH:15]=[CH:14][CH:13]=1)[CH2:6][CH2:7][CH2:8][OH:9].[CH:45]1[CH:50]=[CH:49][C:48](P([C:45]2[CH:50]=[CH:49][CH:48]=[CH:47][CH:46]=2)[C:45]2[CH:50]=[CH:49][CH:48]=[CH:47][CH:46]=2)=[CH:47][CH:46]=1.[CH3:51]C(OC(/N=N/C(OC(C)C)=O)=O)C. Product: [Cl:1][C:2]1[C:27]([C:28]([F:29])([F:30])[F:31])=[CH:26][CH:25]=[CH:24][C:3]=1[CH2:4][N:5]([CH2:10][CH:11]([C:12]1[CH:17]=[CH:16][CH:15]=[CH:14][CH:13]=1)[C:18]1[CH:19]=[CH:20][CH:21]=[CH:22][CH:23]=1)[CH2:6][CH2:7][CH2:8][O:9][C:50]1[CH:49]=[CH:48][CH:47]=[CH:46][C:45]=1[CH3:51]. The catalyst class is: 11.